Dataset: Reaction yield outcomes from USPTO patents with 853,638 reactions. Task: Predict the reaction yield, written as a fraction of the theoretical maximum amount of product (1.0 means a 100% yield; for example, 0.34 means a 34% yield). (1) The reactants are [CH2:1]([N:3]1[CH:7]=[C:6]([C:8]([OH:10])=O)[C:5](=[O:11])[N:4]1[C:12]1[CH:17]=[CH:16][CH:15]=[CH:14][CH:13]=1)[CH3:2].[NH2:18][C:19]1[CH:40]=[CH:39][C:22]([O:23][C:24]2[CH:25]=[CH:26][C:27]3[N:28]([CH:30]=[C:31]([NH:33][C:34]([CH:36]4[CH2:38][CH2:37]4)=[O:35])[N:32]=3)[CH:29]=2)=[C:21]([F:41])[CH:20]=1.CN(C(ON1N=NC2C=CC=NC1=2)=[N+](C)C)C.F[P-](F)(F)(F)(F)F.C(N(C(C)C)CC)(C)C. The catalyst is CN(C)C=O. The product is [CH:36]1([C:34]([NH:33][C:31]2[N:32]=[C:27]3[CH:26]=[CH:25][C:24]([O:23][C:22]4[CH:39]=[CH:40][C:19]([NH:18][C:8]([C:6]5[C:5](=[O:11])[N:4]([C:12]6[CH:17]=[CH:16][CH:15]=[CH:14][CH:13]=6)[N:3]([CH2:1][CH3:2])[CH:7]=5)=[O:10])=[CH:20][C:21]=4[F:41])=[CH:29][N:28]3[CH:30]=2)=[O:35])[CH2:37][CH2:38]1. The yield is 0.340. (2) The reactants are [CH3:1][O:2][C:3]1[CH:10]=[CH:9][C:6]([CH:7]=[O:8])=[CH:5][CH:4]=1.C(O[CH2:15][CH:16]=[CH2:17])(=O)C.O.CCN(CC)CC.CC1C(C)=C(C)C(C)=C(C)C=1C. The catalyst is O1CCOCC1. The product is [CH3:1][O:2][C:3]1[CH:10]=[CH:9][C:6]([CH:7]([OH:8])[CH2:17][CH:16]=[CH2:15])=[CH:5][CH:4]=1. The yield is 0.710. (3) The reactants are Cl[C:2]1[N:7]=[C:6]([NH:8][CH2:9][C:10]2[CH:15]=[CH:14][C:13]([O:16][CH3:17])=[CH:12][CH:11]=2)[C:5]([N+:18]([O-:20])=[O:19])=[CH:4][CH:3]=1.[C:21]1([OH:27])[CH:26]=[CH:25][CH:24]=[CH:23][CH:22]=1.[H-].[Na+]. The catalyst is C1COCC1.O. The product is [CH3:17][O:16][C:13]1[CH:14]=[CH:15][C:10]([CH2:9][NH:8][C:6]2[C:5]([N+:18]([O-:20])=[O:19])=[CH:4][CH:3]=[C:2]([O:27][C:21]3[CH:26]=[CH:25][CH:24]=[CH:23][CH:22]=3)[N:7]=2)=[CH:11][CH:12]=1. The yield is 1.00. (4) The reactants are [OH:1][C:2]1[CH:3]=[C:4]2[C:9](=[CH:10][CH:11]=1)[CH2:8][N:7]([C:12]([O:14][C:15]([CH3:18])([CH3:17])[CH3:16])=[O:13])[CH:6]([C:19]([O:21][CH3:22])=[O:20])[CH2:5]2.[Cl:23][C:24]1[CH:25]=[C:26](Br)[CH:27]=[CH:28][CH:29]=1.CC(C)(C(=O)CC(=O)C(C)(C)C)C. The catalyst is CN1C(=O)CCC1.CC(OC)(C)C.Cl[Cu]. The product is [Cl:23][C:24]1[CH:29]=[C:28]([CH:27]=[CH:26][CH:25]=1)[O:1][C:2]1[CH:3]=[C:4]2[C:9](=[CH:10][CH:11]=1)[CH2:8][N:7]([C:12]([O:14][C:15]([CH3:16])([CH3:17])[CH3:18])=[O:13])[CH:6]([C:19]([O:21][CH3:22])=[O:20])[CH2:5]2. The yield is 0.500. (5) The reactants are [CH3:1][O:2][C:3]([C:5]1[C:10](Cl)=[N:9][CH:8]=[CH:7][N:6]=1)=[O:4].O.[SH-:13].[Na+]. The yield is 0.890. The product is [CH3:1][O:2][C:3]([C:5]1[C:10]([SH:13])=[N:9][CH:8]=[CH:7][N:6]=1)=[O:4]. The catalyst is CO.